Dataset: Forward reaction prediction with 1.9M reactions from USPTO patents (1976-2016). Task: Predict the product of the given reaction. (1) Given the reactants [Si:1]([O:18][CH2:19][CH2:20][CH2:21][CH2:22][C:23](=[S:25])[NH2:24])([C:14]([CH3:17])([CH3:16])[CH3:15])([C:8]1[CH:13]=[CH:12][CH:11]=[CH:10][CH:9]=1)[C:2]1[CH:7]=[CH:6][CH:5]=[CH:4][CH:3]=1.O.O.O.O.O.[OH-].C(=O)(O)[O-].[Mg+2].[O:37]1[C:41]2[CH:42]=[CH:43][C:44]([C@@H:46]([CH2:53][C:54](=O)[CH2:55]Cl)[CH2:47][C:48]([O:50][CH2:51][CH3:52])=[O:49])=[CH:45][C:40]=2[O:39][CH2:38]1, predict the reaction product. The product is: [O:37]1[C:41]2[CH:42]=[CH:43][C:44]([C@@H:46]([CH2:53][C:54]3[N:24]=[C:23]([CH2:22][CH2:21][CH2:20][CH2:19][O:18][Si:1]([C:14]([CH3:17])([CH3:15])[CH3:16])([C:8]4[CH:13]=[CH:12][CH:11]=[CH:10][CH:9]=4)[C:2]4[CH:3]=[CH:4][CH:5]=[CH:6][CH:7]=4)[S:25][CH:55]=3)[CH2:47][C:48]([O:50][CH2:51][CH3:52])=[O:49])=[CH:45][C:40]=2[O:39][CH2:38]1. (2) The product is: [Cl:1][C:2]1[C:7]([C:8]([N:19]2[CH:18]=[CH:16][N:23]=[CH:22]2)=[O:10])=[CH:6][N:5]=[C:4]2[NH:11][CH:12]=[CH:13][C:3]=12. Given the reactants [Cl:1][C:2]1[C:7]([C:8]([OH:10])=O)=[CH:6][N:5]=[C:4]2[NH:11][CH:12]=[CH:13][C:3]=12.CO[C:16]([CH2:18][NH2:19])=O.Cl.O.[CH3:22][N:23](C)C=O, predict the reaction product. (3) Given the reactants [CH3:1][O:2][C:3](=[O:19])[C:4](=[CH:9][C:10]1[C:11]([CH:16]2[CH2:18][CH2:17]2)=[N:12][CH:13]=[CH:14][CH:15]=1)[CH2:5][C:6]([OH:8])=O.[C:20]([O-])(=[O:22])[CH3:21].[Na+], predict the reaction product. The product is: [CH3:1][O:2][C:3]([C:4]1[CH:9]=[C:10]2[C:15]([CH:14]=[CH:13][N:12]=[C:11]2[CH:16]2[CH2:18][CH2:17]2)=[C:6]([O:8][C:20](=[O:22])[CH3:21])[CH:5]=1)=[O:19]. (4) Given the reactants C(OC(=O)NCCNC)(C)(C)C.[C:13]([O:17][C:18](=[O:34])[NH:19][CH2:20][CH2:21][N:22]([C:24]1[S:28][N:27]=[C:26]([N:29]2[CH:33]=[CH:32][N:31]=[CH:30]2)[N:25]=1)[CH3:23])([CH3:16])([CH3:15])[CH3:14].[O:35]1[C:40]2[CH:41]=[CH:42][C:43]([CH2:45][CH:46]=O)=[CH:44][C:39]=2[O:38][CH2:37][CH2:36]1, predict the reaction product. The product is: [C:13]([O:17][C:18](=[O:34])[NH:19][CH2:20][CH2:21][N:22]([C:24]1[S:28][N:27]=[C:26]([N:29]2[CH:33]=[CH:32][N:31]=[CH:30]2)[N:25]=1)[CH3:23])([CH3:16])([CH3:14])[CH3:15].[O:35]1[C:40]2[CH:41]=[CH:42][C:43]([CH2:45][CH2:46][NH:19][CH2:20][CH2:21][N:22]([C:24]3[S:28][N:27]=[C:26]([N:29]4[CH:33]=[CH:32][N:31]=[CH:30]4)[N:25]=3)[CH3:23])=[CH:44][C:39]=2[O:38][CH2:37][CH2:36]1. (5) Given the reactants [Br:1][C:2]1[C:3]([NH2:9])=[N:4][CH:5]=[C:6]([CH3:8])[N:7]=1.[Cl:10][C:11]1[C:16]([Cl:17])=[CH:15][CH:14]=[CH:13][C:12]=1[S:18](Cl)(=[O:20])=[O:19], predict the reaction product. The product is: [Br:1][C:2]1[C:3]([NH:9][S:18]([C:12]2[CH:13]=[CH:14][CH:15]=[C:16]([Cl:17])[C:11]=2[Cl:10])(=[O:20])=[O:19])=[N:4][CH:5]=[C:6]([CH3:8])[N:7]=1. (6) Given the reactants [O:1]=[C:2]1[CH2:10][C:9]2[C:8]([C:11]([OH:13])=O)=[CH:7][CH:6]=[CH:5][C:4]=2[NH:3]1.[Cl:14][C:15]1[CH:16]=[C:17]([NH2:23])[CH:18]=[CH:19][C:20]=1[O:21][CH3:22].F[P-](F)(F)(F)(F)F.N1(O[P+](N(C)C)(N(C)C)N(C)C)C2C=CC=CC=2N=N1, predict the reaction product. The product is: [Cl:14][C:15]1[CH:16]=[C:17]([NH:23][C:11]([C:8]2[C:9]3[CH2:10][C:2](=[O:1])[NH:3][C:4]=3[CH:5]=[CH:6][CH:7]=2)=[O:13])[CH:18]=[CH:19][C:20]=1[O:21][CH3:22].